This data is from Reaction yield outcomes from USPTO patents with 853,638 reactions. The task is: Predict the reaction yield, written as a fraction of the theoretical maximum amount of product (1.0 means a 100% yield; for example, 0.34 means a 34% yield). (1) The reactants are [NH2:1][C:2]1[CH:7]=[CH:6][C:5]([C:8]2[S:31][C:11]3[N:12]([CH2:22][C:23]4[C:28]([F:29])=[CH:27][CH:26]=[CH:25][C:24]=4[F:30])[CH:13]=[C:14]([C:17](=[O:21])[CH:18]([CH3:20])[CH3:19])[C:15](=[O:16])[C:10]=3[C:9]=2[CH2:32][N:33]([CH2:35][C:36]2[CH:41]=[CH:40][CH:39]=[CH:38][CH:37]=2)[CH3:34])=[CH:4][CH:3]=1.C(N(C(C)C)CC)(C)C.O[CH:52]1[CH2:54][CH:53]1[C:55]([OH:57])=O.F[P-](F)(F)(F)(F)F.N1([O:74][P+](N(C)C)(N(C)C)N(C)C)C2C=CC=CC=2N=N1. The catalyst is ClCCl. The product is [CH2:35]([N:33]([CH2:32][C:9]1[C:10]2[C:15](=[O:16])[C:14]([C:17](=[O:21])[CH:18]([CH3:20])[CH3:19])=[CH:13][N:12]([CH2:22][C:23]3[C:28]([F:29])=[CH:27][CH:26]=[CH:25][C:24]=3[F:30])[C:11]=2[S:31][C:8]=1[C:5]1[CH:4]=[CH:3][C:2]([NH:1][C:55]([C:53]2([OH:74])[CH2:54][CH2:52]2)=[O:57])=[CH:7][CH:6]=1)[CH3:34])[C:36]1[CH:37]=[CH:38][CH:39]=[CH:40][CH:41]=1. The yield is 0.410. (2) The reactants are Cl[C:2]1[N:7]=[C:6]([CH3:8])[C:5]([CH:9]([CH2:14][CH2:15][CH3:16])[C:10]([O:12][CH3:13])=[O:11])=[C:4]([C:17]2[CH:22]=[CH:21][C:20]([CH3:23])=[CH:19][CH:18]=2)[N:3]=1.C(N(CC)C(C)C)(C)C.[I-].[Na+].[NH:35]1[C:43]2[C:38](=[CH:39][CH:40]=[CH:41][CH:42]=2)[CH2:37][CH2:36]1. The catalyst is CN1CCCC1=O.C(#N)C. The product is [N:35]1([C:2]2[N:7]=[C:6]([CH3:8])[C:5]([CH:9]([CH2:14][CH2:15][CH3:16])[C:10]([O:12][CH3:13])=[O:11])=[C:4]([C:17]3[CH:22]=[CH:21][C:20]([CH3:23])=[CH:19][CH:18]=3)[N:3]=2)[C:43]2[C:38](=[CH:39][CH:40]=[CH:41][CH:42]=2)[CH2:37][CH2:36]1. The yield is 0.310. (3) The reactants are [Cl:1][C:2]1[CH:3]=[C:4]2[C:12](=[C:13]([NH2:15])[CH:14]=1)[NH:11][C:10]1[CH:9]=[N:8][CH:7]=[CH:6][C:5]2=1.[CH3:16][N:17]1[CH2:22][C:21]([CH3:24])([CH3:23])[O:20][CH2:19][CH:18]1[C:25](O)=[O:26]. No catalyst specified. The product is [Cl:1][C:2]1[CH:3]=[C:4]2[C:12](=[C:13]([NH:15][C:25]([CH:18]3[CH2:19][O:20][C:21]([CH3:23])([CH3:24])[CH2:22][N:17]3[CH3:16])=[O:26])[CH:14]=1)[NH:11][C:10]1[CH:9]=[N:8][CH:7]=[CH:6][C:5]2=1. The yield is 0.610. (4) The reactants are [I:1][C:2]1[C:10]2[C:5](=[N:6][CH:7]=[N:8][C:9]=2[NH2:11])[NH:4][N:3]=1.O[C@H:13]1[CH2:18][CH2:17][CH2:16][N:15]([C:19]([O:21][C:22]([CH3:25])([CH3:24])[CH3:23])=[O:20])[CH2:14]1.C1(P(C2C=CC=CC=2)C2C=CC=CC=2)C=CC=CC=1.N(C(OC(C)C)=O)=NC(OC(C)C)=O. The catalyst is O1CCCC1. The product is [NH2:11][C:9]1[N:8]=[CH:7][N:6]=[C:5]2[N:4]([C@@H:17]3[CH2:18][CH2:13][CH2:14][N:15]([C:19]([O:21][C:22]([CH3:25])([CH3:24])[CH3:23])=[O:20])[CH2:16]3)[N:3]=[C:2]([I:1])[C:10]=12. The yield is 0.330. (5) The catalyst is O. The yield is 0.700. The product is [Br:43][C:9]1([O:18][CH2:17][C@:15]([C:19](=[O:26])[C:20]2[CH:25]=[CH:24][CH:23]=[CH:22][CH:21]=2)([OH:16])[C@:13]([C:27](=[O:34])[C:28]2[CH:33]=[CH:32][CH:31]=[CH:30][CH:29]=2)([OH:14])[C@@:11]1([C:35](=[O:42])[C:36]1[CH:41]=[CH:40][CH:39]=[CH:38][CH:37]=1)[OH:12])[OH:10]. The reactants are C([C:9]1([O:18][CH2:17][C@:15]([C:19](=[O:26])[C:20]2[CH:25]=[CH:24][CH:23]=[CH:22][CH:21]=2)([OH:16])[C@:13]([C:27](=[O:34])[C:28]2[CH:33]=[CH:32][CH:31]=[CH:30][CH:29]=2)([OH:14])[C@@:11]1([C:35](=[O:42])[C:36]1[CH:41]=[CH:40][CH:39]=[CH:38][CH:37]=1)[OH:12])[OH:10])(=O)C1C=CC=CC=1.[BrH:43].C(O)(=O)C.ClCCl. (6) The reactants are [CH3:1][C:2]1([CH3:22])[O:7][C:6](=[O:8])[NH:5][C:4]2[CH:9]=[CH:10][C:11]([C:13]3[CH:14]=[C:15]([CH:18]=[C:19]([F:21])[CH:20]=3)[C:16]#[N:17])=[CH:12][C:3]1=2.[CH2:23]([O:25][CH:26](OCC)[O:27][CH2:28][CH3:29])[CH3:24]. No catalyst specified. The product is [CH2:23]([O:25][CH:26]([O:27][CH2:28][CH3:29])[N:5]1[C:4]2[CH:9]=[CH:10][C:11]([C:13]3[CH:14]=[C:15]([CH:18]=[C:19]([F:21])[CH:20]=3)[C:16]#[N:17])=[CH:12][C:3]=2[C:2]([CH3:22])([CH3:1])[O:7][C:6]1=[O:8])[CH3:24]. The yield is 0.330. (7) The catalyst is C(#N)C.[I-].[Na+]. The reactants are [C:1]1([S:7]([C:10]2[CH:23]=[CH:22][C:13]3[N:14]([C:18](=[O:21])[CH2:19]Cl)[CH2:15][CH2:16][O:17][C:12]=3[CH:11]=2)(=[O:9])=[O:8])[CH:6]=[CH:5][CH:4]=[CH:3][CH:2]=1.C(=O)([O-])[O-].[K+].[K+].[NH:30]1[CH:34]=[CH:33][N:32]=[CH:31]1.C(OCC)(=O)C. The product is [C:1]1([S:7]([C:10]2[CH:23]=[CH:22][C:13]3[N:14]([C:18](=[O:21])[CH2:19][N:30]4[CH:34]=[CH:33][N:32]=[CH:31]4)[CH2:15][CH2:16][O:17][C:12]=3[CH:11]=2)(=[O:9])=[O:8])[CH:6]=[CH:5][CH:4]=[CH:3][CH:2]=1. The yield is 0.420. (8) The reactants are Cl.[CH3:2][N:3]1[CH2:8][CH2:7][CH:6]([CH2:9][C:10]2[CH:15]=[CH:14][C:13]([C:16](=[O:30])/[CH:17]=[CH:18]/[C:19]3[CH:24]=CC(/C=C/C(O)=O)=[CH:21][CH:20]=3)=[CH:12][CH:11]=2)[CH2:5][CH2:4]1.C1C=CC2[N:39]([OH:40])N=NC=2C=1.C(Cl)C[Cl:43].NO[CH:47]1[CH2:52][CH2:51][CH2:50][CH2:49][O:48]1. The catalyst is C1COCC1. The product is [ClH:43].[OH:40][NH:39][C:49](=[O:48])/[CH:50]=[CH:51]/[C:52]1[CH:47]=[CH:24][C:19](/[CH:18]=[CH:17]/[C:16]([C:13]2[CH:14]=[CH:15][C:10]([CH2:9][CH:6]3[CH2:7][CH2:8][N:3]([CH3:2])[CH2:4][CH2:5]3)=[CH:11][CH:12]=2)=[O:30])=[CH:20][CH:21]=1. The yield is 0.540. (9) The catalyst is CN(C=O)C. The product is [F:1][CH2:2][C:3]1[N:4]([C:9]2[C:18]3[C:13](=[CH:14][CH:15]=[CH:16][CH:17]=3)[C:12]([CH3:19])=[CH:11][CH:10]=2)[C:5]([S:8][CH2:27][C:28]([NH:30][C:31]2[CH:36]=[CH:35][C:34]([S:37](=[O:40])(=[O:39])[NH2:38])=[CH:33][C:32]=2[CH3:41])=[O:29])=[N:6][N:7]=1. The yield is 0.500. The reactants are [F:1][CH2:2][C:3]1[N:4]([C:9]2[C:18]3[C:13](=[CH:14][CH:15]=[CH:16][CH:17]=3)[C:12]([CH3:19])=[CH:11][CH:10]=2)[C:5]([SH:8])=[N:6][N:7]=1.C([O-])([O-])=O.[K+].[K+].Cl[CH2:27][C:28]([NH:30][C:31]1[CH:36]=[CH:35][C:34]([S:37](=[O:40])(=[O:39])[NH2:38])=[CH:33][C:32]=1[CH3:41])=[O:29].O.